Predict the reactants needed to synthesize the given product. From a dataset of Full USPTO retrosynthesis dataset with 1.9M reactions from patents (1976-2016). (1) Given the product [NH2:18][C:16]1[NH:15][N:14]=[C:13]([NH:12][C:5]2[CH:6]=[C:7]([C:8]([F:11])([F:10])[F:9])[C:2]([C:24]3[CH:25]=[CH:26][C:21]([F:20])=[C:22]([C:30]([NH:31][CH2:32][CH2:33][OH:34])=[O:35])[CH:23]=3)=[C:3]([Cl:19])[CH:4]=2)[N:17]=1, predict the reactants needed to synthesize it. The reactants are: Br[C:2]1[C:7]([C:8]([F:11])([F:10])[F:9])=[CH:6][C:5]([NH:12][C:13]2[N:17]=[C:16]([NH2:18])[NH:15][N:14]=2)=[CH:4][C:3]=1[Cl:19].[F:20][C:21]1[CH:26]=[CH:25][C:24](B(O)O)=[CH:23][C:22]=1[C:30](=[O:35])[NH:31][CH2:32][CH2:33][OH:34].C(=O)([O-])[O-].[Na+].[Na+].O. (2) The reactants are: [N:1]1[N:2]([C:6]2[S:7][CH:8]=[CH:9][C:10]=2[C:11]([N:13]2[CH2:18][C@H:17]([OH:19])[CH2:16][CH2:15][C@H:14]2[CH3:20])=[O:12])[N:3]=[CH:4][CH:5]=1.[H-].[Na+].[F:23][CH:24]([F:34])[CH2:25][O:26][C:27]1[CH:32]=[CH:31][N:30]=[C:29](F)[CH:28]=1. Given the product [N:3]1[N:2]([C:6]2[S:7][CH:8]=[CH:9][C:10]=2[C:11]([N:13]2[CH2:18][C@H:17]([O:19][C:29]3[CH:28]=[C:27]([O:26][CH2:25][CH:24]([F:23])[F:34])[CH:32]=[CH:31][N:30]=3)[CH2:16][CH2:15][C@H:14]2[CH3:20])=[O:12])[N:1]=[CH:5][CH:4]=1, predict the reactants needed to synthesize it. (3) Given the product [Cl:1][C:2]1[N:3]=[CH:4][C:5]2[NH:10][N:9]=[C:8]([I:18])[C:6]=2[N:7]=1, predict the reactants needed to synthesize it. The reactants are: [Cl:1][C:2]1[N:3]=[CH:4][C:5]2[NH:10][N:9]=[CH:8][C:6]=2[N:7]=1.C1C(=O)N([I:18])C(=O)C1. (4) Given the product [CH2:17]([O:24][CH2:25][CH2:26][N:27]1[C:1]([C:3]2[CH2:4][CH:5]([NH:8][C:9](=[O:15])[O:10][C:11]([CH3:14])([CH3:13])[CH3:12])[CH2:6][CH:7]=2)=[CH:31][N:30]=[CH:29]1)[C:18]1[CH:23]=[CH:22][CH:21]=[CH:20][CH:19]=1, predict the reactants needed to synthesize it. The reactants are: [CH:1]([C:3]1[CH2:4][CH:5]([NH:8][C:9](=[O:15])[O:10][C:11]([CH3:14])([CH3:13])[CH3:12])[CH2:6][CH:7]=1)=O.Cl.[CH2:17]([O:24][CH2:25][CH2:26][NH2:27])[C:18]1[CH:23]=[CH:22][CH:21]=[CH:20][CH:19]=1.C[CH2:29][N:30](C(C)C)[CH:31](C)C.S(C[N+]#[C-])(C1C=CC(C)=CC=1)(=O)=O.C1CCN2C(=NCCC2)CC1. (5) The reactants are: Br.[Cl:2][C:3]1[CH:8]=[CH:7][C:6]([C:9]2[N:10]=[C:11]3[CH:16]=[CH:15][C:14]([C:17]([O:19]C)=[O:18])=[CH:13][N:12]3[C:21]=2[CH2:22][OH:23])=[CH:5][CH:4]=1.[OH-].[Na+:25]. Given the product [Cl:2][C:3]1[CH:4]=[CH:5][C:6]([C:9]2[N:10]=[C:11]3[CH:16]=[CH:15][C:14]([C:17]([O-:19])=[O:18])=[CH:13][N:12]3[C:21]=2[CH2:22][OH:23])=[CH:7][CH:8]=1.[Na+:25], predict the reactants needed to synthesize it. (6) Given the product [CH3:26][C:27]1([CH3:43])[C:31]([CH3:33])([CH3:32])[O:30][B:29]([C:7]2[C:16]([CH3:17])=[C:15]3[C:10]([CH2:11][CH2:12][CH:13]([C:18]4[CH:23]=[CH:22][CH:21]=[CH:20][CH:19]=4)[O:14]3)=[CH:9][CH:8]=2)[O:28]1, predict the reactants needed to synthesize it. The reactants are: FC(F)(F)S(O[C:7]1[C:16]([CH3:17])=[C:15]2[C:10]([CH2:11][CH2:12][CH:13]([C:18]3[CH:23]=[CH:22][CH:21]=[CH:20][CH:19]=3)[O:14]2)=[CH:9][CH:8]=1)(=O)=O.[CH3:26][C:27]1([CH3:43])[C:31]([CH3:33])([CH3:32])[O:30][B:29]([B:29]2[O:30][C:31]([CH3:33])([CH3:32])[C:27]([CH3:43])([CH3:26])[O:28]2)[O:28]1.P([O-])([O-])([O-])=O.[K+].[K+].[K+].